This data is from NCI-60 drug combinations with 297,098 pairs across 59 cell lines. The task is: Regression. Given two drug SMILES strings and cell line genomic features, predict the synergy score measuring deviation from expected non-interaction effect. (1) Drug 1: CCC1=CC2CC(C3=C(CN(C2)C1)C4=CC=CC=C4N3)(C5=C(C=C6C(=C5)C78CCN9C7C(C=CC9)(C(C(C8N6C)(C(=O)OC)O)OC(=O)C)CC)OC)C(=O)OC.C(C(C(=O)O)O)(C(=O)O)O. Drug 2: CC(C)(C#N)C1=CC(=CC(=C1)CN2C=NC=N2)C(C)(C)C#N. Cell line: A549. Synergy scores: CSS=33.7, Synergy_ZIP=-0.809, Synergy_Bliss=-2.38, Synergy_Loewe=-4.69, Synergy_HSA=-1.61. (2) Drug 1: COC1=C(C=C2C(=C1)N=CN=C2NC3=CC(=C(C=C3)F)Cl)OCCCN4CCOCC4. Drug 2: C(CCl)NC(=O)N(CCCl)N=O. Cell line: OVCAR-4. Synergy scores: CSS=16.5, Synergy_ZIP=-2.62, Synergy_Bliss=0.658, Synergy_Loewe=-9.31, Synergy_HSA=-1.32. (3) Synergy scores: CSS=12.7, Synergy_ZIP=-5.33, Synergy_Bliss=-1.02, Synergy_Loewe=-0.917, Synergy_HSA=-0.630. Cell line: UO-31. Drug 2: CC1=C(C=C(C=C1)C(=O)NC2=CC(=CC(=C2)C(F)(F)F)N3C=C(N=C3)C)NC4=NC=CC(=N4)C5=CN=CC=C5. Drug 1: CN(C)N=NC1=C(NC=N1)C(=O)N.